Dataset: Forward reaction prediction with 1.9M reactions from USPTO patents (1976-2016). Task: Predict the product of the given reaction. (1) Given the reactants Br[C:2]1[CH:3]=[C:4]2[C:9](=[CH:10][CH:11]=1)[N:8]=[CH:7][C:6]([C:12]([CH:14]1[CH2:16][CH2:15]1)=[O:13])=[C:5]2[NH:17][CH:18]1[CH2:23][CH2:22][C:21]([N:25]([CH2:29][CH:30]=[CH2:31])[CH2:26][CH:27]=[CH2:28])([CH3:24])[CH2:20][CH2:19]1.[Cl:32][C:33]1[CH:38]=[C:37](B2OC(C)(C)C(C)(C)O2)[CH:36]=[C:35]([Cl:48])[C:34]=1[OH:49], predict the reaction product. The product is: [CH:14]1([C:12]([C:6]2[CH:7]=[N:8][C:9]3[C:4]([C:5]=2[NH:17][CH:18]2[CH2:23][CH2:22][C:21]([N:25]([CH2:26][CH:27]=[CH2:28])[CH2:29][CH:30]=[CH2:31])([CH3:24])[CH2:20][CH2:19]2)=[CH:3][C:2]([C:37]2[CH:38]=[C:33]([Cl:32])[C:34]([OH:49])=[C:35]([Cl:48])[CH:36]=2)=[CH:11][CH:10]=3)=[O:13])[CH2:15][CH2:16]1. (2) Given the reactants [CH3:1][C:2]1[CH:21]=[CH:20][CH:19]=[CH:18][C:3]=1[N:4]([C:12]1[CH:17]=[CH:16][CH:15]=[CH:14][CH:13]=1)[C:5]1[CH:10]=[CH:9][CH:8]=[CH:7][C:6]=1[CH3:11].C1C(=O)N([Br:29])C(=O)C1.ClCCl.[Cl-].[Na+].O, predict the reaction product. The product is: [Br:29][C:15]1[CH:14]=[CH:13][C:12]([N:4]([C:3]2[CH:18]=[CH:19][CH:20]=[CH:21][C:2]=2[CH3:1])[C:5]2[CH:10]=[CH:9][CH:8]=[CH:7][C:6]=2[CH3:11])=[CH:17][CH:16]=1.